From a dataset of Reaction yield outcomes from USPTO patents with 853,638 reactions. Predict the reaction yield, written as a fraction of the theoretical maximum amount of product (1.0 means a 100% yield; for example, 0.34 means a 34% yield). (1) The reactants are [C:1]([O:5][C:6](=[O:20])[C@@H:7]([NH:12][C:13]([O:15][C:16]([CH3:19])([CH3:18])[CH3:17])=[O:14])[CH2:8][CH2:9][CH2:10][NH2:11])([CH3:4])([CH3:3])[CH3:2].[N:21]1[C:30]2[C:29](=O)[CH2:28][CH2:27][CH2:26][C:25]=2[CH:24]=[CH:23][CH:22]=1.[BH4-].[Na+]. The catalyst is CO. The product is [C:1]([O:5][C:6](=[O:20])[C@@H:7]([NH:12][C:13]([O:15][C:16]([CH3:19])([CH3:18])[CH3:17])=[O:14])[CH2:8][CH2:9][CH2:10][NH:11][CH:29]1[C:30]2[N:21]=[CH:22][CH:23]=[CH:24][C:25]=2[CH2:26][CH2:27][CH2:28]1)([CH3:4])([CH3:3])[CH3:2]. The yield is 0.540. (2) The reactants are [CH3:1][O:2][C:3]1[CH:8]=[CH:7][C:6]([NH2:9])=[CH:5][CH:4]=1.C1N=CN([C:15](N2C=NC=C2)=[O:16])C=1.[CH2:22]([O:24][C:25](=[O:44])[CH2:26][CH2:27][C:28]1[CH:33]=[CH:32][CH:31]=[C:30]([N:34]2[C:38]([NH2:39])=[CH:37][C:36]([C:40]([CH3:43])([CH3:42])[CH3:41])=[N:35]2)[CH:29]=1)[CH3:23]. The catalyst is CN(C=O)C. The product is [CH2:22]([O:24][C:25](=[O:44])[CH2:26][CH2:27][C:28]1[CH:33]=[CH:32][CH:31]=[C:30]([N:34]2[C:38]([NH:39][C:15]([NH:9][C:6]3[CH:7]=[CH:8][C:3]([O:2][CH3:1])=[CH:4][CH:5]=3)=[O:16])=[CH:37][C:36]([C:40]([CH3:43])([CH3:42])[CH3:41])=[N:35]2)[CH:29]=1)[CH3:23]. The yield is 0.450. (3) The reactants are [N:1]1([CH2:7][CH2:8][O:9][C:10]2[CH:15]=[CH:14][C:13]([CH:16]3[CH2:21][CH2:20][N:19]([C:22]4[CH2:23][CH2:24][C:25]5[N:26]([C:28]([C:31]([F:34])([F:33])[F:32])=[N:29][N:30]=5)[N:27]=4)[CH2:18][CH2:17]3)=[CH:12][CH:11]=2)[CH2:6][CH2:5][NH:4][CH2:3][CH2:2]1.[C:35](O)(=[O:40])[CH2:36][CH2:37][CH2:38][CH3:39]. The product is [C:35]([N:4]1[CH2:3][CH2:2][N:1]([CH2:7][CH2:8][O:9][C:10]2[CH:15]=[CH:14][C:13]([CH:16]3[CH2:21][CH2:20][N:19]([C:22]4[CH2:23][CH2:24][C:25]5[N:26]([C:28]([C:31]([F:33])([F:34])[F:32])=[N:29][N:30]=5)[N:27]=4)[CH2:18][CH2:17]3)=[CH:12][CH:11]=2)[CH2:6][CH2:5]1)(=[O:40])[CH2:36][CH2:37][CH2:38][CH3:39]. No catalyst specified. The yield is 0.360. (4) The reactants are [CH2:1]([C:3]1[NH:4][C:5](=[O:27])[C:6]([CH2:12][C:13]2[CH:18]=[CH:17][C:16]([C:19]3[C:20]([C:25]#[N:26])=[CH:21][CH:22]=[CH:23][CH:24]=3)=[CH:15][CH:14]=2)=[C:7]([CH2:9][CH2:10][CH3:11])[N:8]=1)[CH3:2].[O:28]1[CH2:33][CH2:32][CH:31]([O:34][C:35]2[N:40]=[CH:39][C:38](B(O)O)=[CH:37][CH:36]=2)[CH2:30][CH2:29]1.N1C=CC=CC=1.C(N(CC)CC)C. The catalyst is C([O-])(=O)C.[Cu+2].C([O-])(=O)C.C(OCC)(=O)C.C(Cl)Cl. The product is [CH2:1]([C:3]1[N:4]([C:38]2[CH:39]=[N:40][C:35]([O:34][CH:31]3[CH2:32][CH2:33][O:28][CH2:29][CH2:30]3)=[CH:36][CH:37]=2)[C:5](=[O:27])[C:6]([CH2:12][C:13]2[CH:18]=[CH:17][C:16]([C:19]3[C:20]([C:25]#[N:26])=[CH:21][CH:22]=[CH:23][CH:24]=3)=[CH:15][CH:14]=2)=[C:7]([CH2:9][CH2:10][CH3:11])[N:8]=1)[CH3:2]. The yield is 0.260. (5) The catalyst is CN(C=O)C. The product is [Br:1][C:2]1[CH:3]=[C:4]([CH:8]=[C:9]([C:11]([F:12])([F:13])[F:14])[CH:10]=1)[C:5]#[N:7]. The reactants are [Br:1][C:2]1[CH:3]=[C:4]([CH:8]=[C:9]([C:11]([F:14])([F:13])[F:12])[CH:10]=1)[C:5]([NH2:7])=O.ClC1N=C(Cl)N=C(Cl)N=1.O. The yield is 0.840. (6) The reactants are [F:1][C:2]1[CH:3]=[C:4]([NH2:32])[CH:5]=[CH:6][C:7]=1[O:8][C:9]1[CH:14]=[CH:13][N:12]=[C:11]2[N:15](COCC[Si](C)(C)C)[C:16]([C:18]3[CH:19]=[N:20][CH:21]=[CH:22][CH:23]=3)=[CH:17][C:10]=12.[F-].C([N+](CCCC)(CCCC)CCCC)CCC.NCCN. The catalyst is C1COCC1. The product is [F:1][C:2]1[CH:3]=[C:4]([NH2:32])[CH:5]=[CH:6][C:7]=1[O:8][C:9]1[CH:14]=[CH:13][N:12]=[C:11]2[NH:15][C:16]([C:18]3[CH:19]=[N:20][CH:21]=[CH:22][CH:23]=3)=[CH:17][C:10]=12. The yield is 0.920. (7) The reactants are [CH3:1][C:2]1[CH:3]=[C:4]([NH:9][C:10]([C@@H:12]2[CH2:16][CH2:15][CH2:14][N:13]2C(OC(C)(C)C)=O)=[O:11])[CH:5]=[C:6]([CH3:8])[CH:7]=1.[ClH:24]. The catalyst is O1CCOCC1. The product is [ClH:24].[CH3:8][C:6]1[CH:5]=[C:4]([NH:9][C:10]([C@@H:12]2[CH2:16][CH2:15][CH2:14][NH:13]2)=[O:11])[CH:3]=[C:2]([CH3:1])[CH:7]=1. The yield is 1.00. (8) The reactants are [NH:1]1[C:5]2=[N:6][C:7]([NH2:10])=[CH:8][CH:9]=[C:4]2[CH:3]=[CH:2]1.[C:11]1(=O)[O:16][C:14](=[O:15])[C:13]2=[CH:17][CH:18]=[CH:19][CH:20]=[C:12]12.C([O-])(=O)C.[Na+].C(=O)(O)[O-].[Na+]. The catalyst is C(O)(=O)C.C(OCC)(=O)C. The product is [NH:1]1[C:5]2=[N:6][C:7]([N:10]3[C:14](=[O:15])[C:13]4[C:12](=[CH:20][CH:19]=[CH:18][CH:17]=4)[C:11]3=[O:16])=[CH:8][CH:9]=[C:4]2[CH:3]=[CH:2]1. The yield is 0.750. (9) The reactants are [S:1]1[C:5]2[CH:6]=[C:7]([N:10]3[CH2:14][CH2:13][N:12]([C:15]4[CH:16]=[N:17][CH:18]=[CH:19][C:20]=4[CH:21]=O)[C:11]3=[O:23])[CH:8]=[CH:9][C:4]=2[N:3]=[CH:2]1.[BH-](OC(C)=O)(OC(C)=O)OC(C)=O.[Na+].[CH:38]1([NH2:41])[CH2:40][CH2:39]1.C(O)(=O)C. The catalyst is C(Cl)(Cl)Cl.CO. The product is [S:1]1[C:5]2[CH:6]=[C:7]([N:10]3[CH2:14][CH2:13][N:12]([C:15]4[CH:16]=[N:17][CH:18]=[CH:19][C:20]=4[CH2:21][NH:41][CH:38]4[CH2:40][CH2:39]4)[C:11]3=[O:23])[CH:8]=[CH:9][C:4]=2[N:3]=[CH:2]1. The yield is 0.116.